This data is from Reaction yield outcomes from USPTO patents with 853,638 reactions. The task is: Predict the reaction yield, written as a fraction of the theoretical maximum amount of product (1.0 means a 100% yield; for example, 0.34 means a 34% yield). (1) The reactants are [F:1][C:2]1[C:11]2[CH2:10][N:9]([C@H:12]([CH:16]([CH3:18])[CH3:17])[C:13]([OH:15])=O)[C:8](=[O:19])[C:7]3=[CH:20][NH:21][C:5]([C:6]=23)=[N:4][CH:3]=1.C[NH:23][CH2:24][CH2:25][C:26]#N.C1C=CC2N(O)N=NC=2C=1.C(Cl)CCl.CN([CH:45]=[O:46])C. The catalyst is CN(C)C1C=CN=CC=1. The product is [F:1][C:2]1[C:11]2[CH2:10][N:9]([C@H:12]([CH:16]([CH3:17])[CH3:18])[C:13]([NH:23][CH:24]3[CH2:25][CH2:26][O:46][CH2:45]3)=[O:15])[C:8](=[O:19])[C:7]3=[CH:20][NH:21][C:5]([C:6]=23)=[N:4][CH:3]=1. The yield is 0.393. (2) The reactants are [NH:1]1[C:9]2[C:4](=[CH:5][CH:6]=[CH:7][CH:8]=2)[C:3]([CH2:10][CH2:11][NH2:12])=[CH:2]1.[C:13]([CH2:15][C:16]([O-])=[O:17])#[N:14].CCN=C=NCCCN(C)C.C1C=CC2N(O)N=NC=2C=1.CCN(CC)CC. The catalyst is C(Cl)Cl.O. The product is [NH:1]1[C:9]2[C:4](=[CH:5][CH:6]=[CH:7][CH:8]=2)[C:3]([CH2:10][CH2:11][NH:12][C:16](=[O:17])[CH2:15][C:13]#[N:14])=[CH:2]1. The yield is 0.790. (3) The reactants are [NH2:1][C:2]1[C:3]([C:9]([O:11][CH3:12])=[O:10])=[N:4][CH:5]=[C:6]([F:8])[CH:7]=1.C1C(=O)N([Br:20])C(=O)C1. The catalyst is C(#N)C. The product is [NH2:1][C:2]1[C:3]([C:9]([O:11][CH3:12])=[O:10])=[N:4][C:5]([Br:20])=[C:6]([F:8])[CH:7]=1. The yield is 0.410.